Dataset: Catalyst prediction with 721,799 reactions and 888 catalyst types from USPTO. Task: Predict which catalyst facilitates the given reaction. Product: [F:38][C:20]1[CH:21]=[C:22]([CH:25]2[CH2:30][CH2:29][NH:28][CH2:27][CH2:26]2)[CH:23]=[CH:24][C:19]=1[NH:18][C:10]1[N:9]=[C:8]([CH2:7][CH2:6][C:5]2[CH:39]=[CH:40][CH:41]=[CH:42][C:4]=2[CH2:3][C:2]([NH2:1])=[O:43])[C:13]([C:14]([F:16])([F:15])[F:17])=[CH:12][N:11]=1. Reactant: [NH2:1][C:2](=[O:43])[CH2:3][C:4]1[CH:42]=[CH:41][CH:40]=[CH:39][C:5]=1[CH2:6][CH2:7][C:8]1[C:13]([C:14]([F:17])([F:16])[F:15])=[CH:12][N:11]=[C:10]([NH:18][C:19]2[CH:24]=[CH:23][C:22]([CH:25]3[CH2:30][CH2:29][N:28](C(OC(C)(C)C)=O)[CH2:27][CH2:26]3)=[CH:21][C:20]=2[F:38])[N:9]=1.C(O)(C(F)(F)F)=O.C(Cl)Cl. The catalyst class is: 1.